From a dataset of Forward reaction prediction with 1.9M reactions from USPTO patents (1976-2016). Predict the product of the given reaction. Given the reactants [F:1][C:2]1[CH:3]=[C:4]([NH2:13])[CH:5]=[CH:6][C:7]=1[N:8]1[CH:12]=[N:11][CH:10]=[N:9]1.[CH2:14]([C:21]1[CH:26]=[C:25]([CH3:27])[N:24]=[C:23](Cl)[N:22]=1)[C:15]1[CH:20]=[CH:19][CH:18]=[CH:17][CH:16]=1, predict the reaction product. The product is: [CH2:14]([C:21]1[CH:26]=[C:25]([CH3:27])[N:24]=[C:23]([NH:13][C:4]2[CH:5]=[CH:6][C:7]([N:8]3[CH:12]=[N:11][CH:10]=[N:9]3)=[C:2]([F:1])[CH:3]=2)[N:22]=1)[C:15]1[CH:16]=[CH:17][CH:18]=[CH:19][CH:20]=1.